From a dataset of Full USPTO retrosynthesis dataset with 1.9M reactions from patents (1976-2016). Predict the reactants needed to synthesize the given product. Given the product [Br:24][C:19]1[CH:18]=[C:17]2[C:22]([CH:23]=[C:14]([CH2:13][CH2:12][N:27]3[CH2:28][CH2:29][CH2:30][C@H:26]3[CH3:25])[N:15]=[CH:16]2)=[CH:21][CH:20]=1, predict the reactants needed to synthesize it. The reactants are: CC1C=CC(S(O[CH2:12][CH2:13][C:14]2[N:15]=[CH:16][C:17]3[C:22]([CH:23]=2)=[CH:21][CH:20]=[C:19]([Br:24])[CH:18]=3)(=O)=O)=CC=1.[CH3:25][C@@H:26]1[CH2:30][CH2:29][CH2:28][NH:27]1.C(=O)([O-])[O-].[K+].[K+].